Dataset: Reaction yield outcomes from USPTO patents with 853,638 reactions. Task: Predict the reaction yield, written as a fraction of the theoretical maximum amount of product (1.0 means a 100% yield; for example, 0.34 means a 34% yield). (1) The reactants are Cl.[C:2]1([C:19]2[CH:24]=[CH:23][CH:22]=[CH:21][CH:20]=2)[CH:7]=[CH:6][C:5]([C:8]2[N:9]=[C:10]([CH:13]3[CH2:18][CH2:17][NH:16][CH2:15][CH2:14]3)[NH:11][CH:12]=2)=[CH:4][CH:3]=1.C(N(CC)CC)C.[CH2:32](Br)[C:33]1[CH:38]=[CH:37][CH:36]=[CH:35][CH:34]=1. The catalyst is C(#N)C. The product is [CH2:32]([N:16]1[CH2:17][CH2:18][CH:13]([C:10]2[NH:11][CH:12]=[C:8]([C:5]3[CH:6]=[CH:7][C:2]([C:19]4[CH:20]=[CH:21][CH:22]=[CH:23][CH:24]=4)=[CH:3][CH:4]=3)[N:9]=2)[CH2:14][CH2:15]1)[C:33]1[CH:38]=[CH:37][CH:36]=[CH:35][CH:34]=1. The yield is 0.140. (2) The reactants are [C:1]1([C:6]2[CH:11]=[CH:10][C:9]([N+:12]([O-])=O)=[CH:8][CH:7]=2)[CH2:5][CH2:4][CH2:3][CH:2]=1. The catalyst is CO.ClCCl.[Pd]. The product is [CH:1]1([C:6]2[CH:7]=[CH:8][C:9]([NH2:12])=[CH:10][CH:11]=2)[CH2:2][CH2:3][CH2:4][CH2:5]1. The yield is 0.940. (3) The reactants are [CH2:1]([N:8]1[C:13](=[O:14])[C:12]2[C:15]([CH3:18])=[N:16][S:17][C:11]=2[N:10]=[C:9]1[CH:19]([NH:22][CH2:23][CH2:24][CH2:25][N:26]([CH3:28])[CH3:27])[CH2:20][CH3:21])[C:2]1[CH:7]=[CH:6][CH:5]=[CH:4][CH:3]=1.C(=O)([O-])[O-].[K+].[K+].[C:35]1([CH3:44])[CH:40]=[CH:39][C:38]([C:41](Cl)=[O:42])=[CH:37][CH:36]=1. The catalyst is ClCCl. The product is [CH2:1]([N:8]1[C:13](=[O:14])[C:12]2[C:15]([CH3:18])=[N:16][S:17][C:11]=2[N:10]=[C:9]1[CH:19]([N:22]([CH2:23][CH2:24][CH2:25][N:26]([CH3:27])[CH3:28])[C:41](=[O:42])[C:38]1[CH:39]=[CH:40][C:35]([CH3:44])=[CH:36][CH:37]=1)[CH2:20][CH3:21])[C:2]1[CH:7]=[CH:6][CH:5]=[CH:4][CH:3]=1. The yield is 0.480. (4) The reactants are [ClH:1].CO[C:4](=O)[CH:5]([NH2:13])[CH2:6][CH2:7][CH2:8][CH2:9][CH2:10][C:11]#[CH:12].[N:15]#[C:16][NH2:17]. No catalyst specified. The product is [ClH:1].[CH2:6]([C:5]1[N:13]=[C:16]([NH2:17])[NH:15][CH:4]=1)[CH2:7][CH2:8][CH2:9][CH2:10][C:11]#[CH:12]. The yield is 0.530. (5) The reactants are F[C:2]1[CH:3]=[C:4]([C:11]#[C:12][CH:13]=[C:14]2[CH2:19][CH2:18][N:17]([C:20]3[C:25]([N+:26]([O-:28])=[O:27])=[CH:24][CH:23]=[CH:22][N:21]=3)[CH2:16][CH2:15]2)[CH:5]=[C:6](F)[C:7]=1OC.[N+]([C:32]1C(N2CCC(=CC#C)CC2)=NC=CC=1)([O-])=O.IC1C=[C:50]([C:54](=[O:56])C)C=CC=1.BrC1C=C(F)C(OC)=C(F)C=1. No catalyst specified. The product is [CH3:32][C:22]1[N:21]=[C:20]([N:17]2[CH2:16][CH2:15][C:14](=[CH:13][C:12]#[C:11][C:4]3[CH:5]=[C:6]([C:54](=[O:56])[CH3:50])[CH:7]=[CH:2][CH:3]=3)[CH2:19][CH2:18]2)[C:25]([N+:26]([O-:28])=[O:27])=[CH:24][CH:23]=1. The yield is 0.843. (6) The reactants are [Cl:1][C:2]1[CH:10]=[C:9]2[C:5]([C:6]([C:11]([O:13]C)=[O:12])=[CH:7][NH:8]2)=[CH:4][C:3]=1[C:15]1[CH:20]=[CH:19][C:18]([O:21][CH2:22][CH2:23][CH2:24][N:25]2[CH2:30][CH2:29][N:28]([CH3:31])[CH2:27][CH2:26]2)=[CH:17][CH:16]=1.[OH-].[Na+]. The catalyst is CO. The product is [Cl:1][C:2]1[CH:10]=[C:9]2[C:5]([C:6]([C:11]([OH:13])=[O:12])=[CH:7][NH:8]2)=[CH:4][C:3]=1[C:15]1[CH:16]=[CH:17][C:18]([O:21][CH2:22][CH2:23][CH2:24][N:25]2[CH2:26][CH2:27][N:28]([CH3:31])[CH2:29][CH2:30]2)=[CH:19][CH:20]=1. The yield is 0.280.